Dataset: Peptide-MHC class II binding affinity with 134,281 pairs from IEDB. Task: Regression. Given a peptide amino acid sequence and an MHC pseudo amino acid sequence, predict their binding affinity value. This is MHC class II binding data. (1) The peptide sequence is YESIDNILVKMFKTN. The MHC is HLA-DQA10501-DQB10301 with pseudo-sequence HLA-DQA10501-DQB10301. The binding affinity (normalized) is 0.191. (2) The peptide sequence is GIAYFSMVGNWAKVL. The MHC is DRB1_1501 with pseudo-sequence DRB1_1501. The binding affinity (normalized) is 0.